This data is from Catalyst prediction with 721,799 reactions and 888 catalyst types from USPTO. The task is: Predict which catalyst facilitates the given reaction. (1) The catalyst class is: 115. Reactant: [CH3:1][C:2]1[N:7]=[C:6]([CH2:8][CH2:9][CH3:10])[NH:5][C:4](=[O:11])[C:3]=1[CH2:12][C:13]1[CH:18]=[CH:17][CH:16]=[CH:15][N:14]=1.Br[CH2:20][C:21]1[CH:26]=[CH:25][C:24]([C:27]2[CH:32]=[CH:31][CH:30]=[CH:29][C:28]=2[C:33]2[N:37]=[C:36](C(Cl)(Cl)Cl)[O:35][N:34]=2)=[CH:23][CH:22]=1.C(=O)([O-])[O-:43].[K+].[K+]. Product: [CH3:1][C:2]1[N:7]=[C:6]([CH2:8][CH2:9][CH3:10])[N:5]([CH2:20][C:21]2[CH:26]=[CH:25][C:24]([C:27]3[CH:32]=[CH:31][CH:30]=[CH:29][C:28]=3[C:33]3[NH:37][C:36](=[O:43])[O:35][N:34]=3)=[CH:23][CH:22]=2)[C:4](=[O:11])[C:3]=1[CH2:12][C:13]1[CH:18]=[CH:17][CH:16]=[CH:15][N:14]=1. (2) Reactant: [CH3:1][N:2]1[CH:6]=[C:5]([C:7]2[CH:8]=[C:9]3[C:14](=[CH:15][CH:16]=2)[N:13]([C:17]2[C:21]4[CH2:22][NH:23][CH2:24][CH2:25][C:20]=4[N:19]([CH:26]4[CH2:31][CH2:30][O:29][CH2:28][CH2:27]4)[N:18]=2)[CH2:12][CH2:11][CH2:10]3)[CH:4]=[N:3]1.F[B-](F)(F)F.N1(OC(N(C)C)=[N+](C)C)C2C=CC=CC=2N=N1.[F:54][CH:55]([F:59])[C:56](O)=[O:57]. Product: [F:54][CH:55]([F:59])[C:56]([N:23]1[CH2:24][CH2:25][C:20]2[N:19]([CH:26]3[CH2:31][CH2:30][O:29][CH2:28][CH2:27]3)[N:18]=[C:17]([N:13]3[C:14]4[C:9](=[CH:8][C:7]([C:5]5[CH:4]=[N:3][N:2]([CH3:1])[CH:6]=5)=[CH:16][CH:15]=4)[CH2:10][CH2:11][CH2:12]3)[C:21]=2[CH2:22]1)=[O:57]. The catalyst class is: 23. (3) Reactant: [C:1](Cl)(=[O:4])[CH:2]=[CH2:3].[NH2:6][C:7]1[CH:12]=[C:11]([NH:13][C:14]2[N:19]=[C:18]([C:20]3[CH:21]=[N:22][N:23]4[CH:28]=[CH:27][CH:26]=[CH:25][C:24]=34)[C:17]([Cl:29])=[CH:16][N:15]=2)[C:10]([O:30][CH3:31])=[CH:9][C:8]=1[N:32]1[CH2:37][CH2:36][N:35]([CH2:38][C:39]([N:41]([CH3:43])[CH3:42])=[O:40])[CH2:34][CH2:33]1.CCN(C(C)C)C(C)C. Product: [Cl:29][C:17]1[C:18]([C:20]2[CH:21]=[N:22][N:23]3[CH:28]=[CH:27][CH:26]=[CH:25][C:24]=23)=[N:19][C:14]([NH:13][C:11]2[C:10]([O:30][CH3:31])=[CH:9][C:8]([N:32]3[CH2:33][CH2:34][N:35]([CH2:38][C:39]([N:41]([CH3:42])[CH3:43])=[O:40])[CH2:36][CH2:37]3)=[C:7]([NH:6][C:1](=[O:4])[CH:2]=[CH2:3])[CH:12]=2)=[N:15][CH:16]=1. The catalyst class is: 2. (4) Reactant: [CH3:1][O:2][C:3](=[O:29])[CH2:4][C:5]1[CH:10]=[CH:9][C:8]([C:11]#[C:12][C:13]2[CH:14]=[C:15]3[C:20](=[C:21]([CH:23]=[O:24])[CH:22]=2)[O:19][C:18]([CH3:26])([CH3:25])[CH2:17][C:16]3([CH3:28])[CH3:27])=[CH:7][CH:6]=1.[BH4-].[Na+]. Product: [CH3:1][O:2][C:3](=[O:29])[CH2:4][C:5]1[CH:10]=[CH:9][C:8]([C:11]#[C:12][C:13]2[CH:14]=[C:15]3[C:20](=[C:21]([CH2:23][OH:24])[CH:22]=2)[O:19][C:18]([CH3:25])([CH3:26])[CH2:17][C:16]3([CH3:28])[CH3:27])=[CH:7][CH:6]=1. The catalyst class is: 5. (5) Reactant: [CH3:1][N:2]1[CH:6]=[C:5]([C:7]2[CH:8]=[CH:9][C:10]3[N:11]([CH:13]=[CH:14][N:15]=3)[CH:12]=2)[CH:4]=[N:3]1.[Br:16]Br.O. Product: [Br:16][C:13]1[N:11]2[CH:12]=[C:7]([C:5]3[CH:4]=[N:3][N:2]([CH3:1])[CH:6]=3)[CH:8]=[CH:9][C:10]2=[N:15][CH:14]=1. The catalyst class is: 8. (6) Reactant: C(O[C:6]([NH:8][C@H:9]1[CH2:14][CH2:13][C@H:12]([N:15]([CH2:40][CH2:41][CH3:42])[C:16]2[C:17]([CH3:39])=[C:18]([C:35]([O:37][CH3:38])=[O:36])[CH:19]=[C:20]([C:22]3[CH:27]=[CH:26][C:25]([CH2:28][N:29]4[CH2:34][CH2:33][O:32][CH2:31][CH2:30]4)=[CH:24][CH:23]=3)[CH:21]=2)[CH2:11][CH2:10]1)=O)(C)(C)C.[C:43](O)(C(F)(F)F)=O. Product: [CH3:6][N:8]([CH3:43])[C@H:9]1[CH2:14][CH2:13][C@H:12]([N:15]([CH2:40][CH2:41][CH3:42])[C:16]2[C:17]([CH3:39])=[C:18]([C:35]([O:37][CH3:38])=[O:36])[CH:19]=[C:20]([C:22]3[CH:23]=[CH:24][C:25]([CH2:28][N:29]4[CH2:30][CH2:31][O:32][CH2:33][CH2:34]4)=[CH:26][CH:27]=3)[CH:21]=2)[CH2:11][CH2:10]1. The catalyst class is: 2. (7) Reactant: [CH3:1][NH:2][C:3](=[O:22])[CH:4]=[C:5]([C:7]1[CH:12]=[CH:11][C:10]([O:13][CH2:14][C:15]2[CH:20]=[CH:19][CH:18]=[C:17]([F:21])[CH:16]=2)=[CH:9][CH:8]=1)[CH3:6]. Product: [F:21][C:17]1[CH:16]=[C:15]([CH:20]=[CH:19][CH:18]=1)[CH2:14][O:13][C:10]1[CH:9]=[CH:8][C:7]([CH:5]([CH3:6])[CH2:4][C:3]([NH:2][CH3:1])=[O:22])=[CH:12][CH:11]=1. The catalyst class is: 465. (8) Product: [Cl:28][C:29]1[CH:34]=[C:33]([NH2:35])[C:32]([C:40]2[CH:41]=[CH:42][CH:43]=[CH:44][C:39]=2[O:38][CH3:37])=[CH:31][N:30]=1. The catalyst class is: 167. Reactant: P([O-])([O-])([O-])=O.[K+].[K+].[K+].C1(P(C2C=CC=CC=2)C2C=CC=CC=2)C=CC=CC=1.[Cl:28][C:29]1[CH:34]=[C:33]([NH2:35])[C:32](I)=[CH:31][N:30]=1.[CH3:37][O:38][C:39]1[CH:44]=[CH:43][CH:42]=[CH:41][C:40]=1B(O)O. (9) Reactant: [C:1]([CH:5]1[C:13]2[C:8](=[CH:9][CH:10]=[CH:11][C:12]=2[O:14]COC)[CH2:7][O:6]1)([CH3:4])([CH3:3])[CH3:2].Cl. Product: [C:1]([CH:5]1[C:13]2[C:12]([OH:14])=[CH:11][CH:10]=[CH:9][C:8]=2[CH2:7][O:6]1)([CH3:4])([CH3:2])[CH3:3]. The catalyst class is: 5.